From a dataset of Full USPTO retrosynthesis dataset with 1.9M reactions from patents (1976-2016). Predict the reactants needed to synthesize the given product. (1) Given the product [Br:1][C:2]1[CH:10]=[CH:9][C:5]([CH2:6][OH:7])=[CH:4][C:3]=1[N+:11]([O-:13])=[O:12], predict the reactants needed to synthesize it. The reactants are: [Br:1][C:2]1[CH:10]=[CH:9][C:5]([C:6](O)=[O:7])=[CH:4][C:3]=1[N+:11]([O-:13])=[O:12].B.CSC. (2) Given the product [CH:11]1[C:12]2[C:7](=[CH:6][C:5]3[C:14]([C:13]=2[CH2:15][CH2:16][NH2:17])=[CH:1][CH:2]=[CH:3][CH:4]=3)[CH:8]=[CH:9][CH:10]=1, predict the reactants needed to synthesize it. The reactants are: [CH:1]1[C:14]2[C:5](=[CH:6][C:7]3[C:12]([C:13]=2[CH2:15][C:16]#[N:17])=[CH:11][CH:10]=[CH:9][CH:8]=3)[CH:4]=[CH:3][CH:2]=1.[NH4+].[OH-].N. (3) Given the product [CH3:36][CH2:35][O:34][C:12]([CH3:7])=[O:13].[CH3:10][CH2:11][CH2:2][CH2:3][CH2:4][CH3:5], predict the reactants needed to synthesize it. The reactants are: Br[C:2]1[CH:11]=[CH:10]C=C2[C:3]=1[CH:4]=[CH:5]C=[C:7]2[CH2:12][OH:13].CC1C=C(C(F)(F)F)C=CC=1B(O)O.C([O-])([O-])=O.[K+].[K+].[O:34]1CCO[CH2:36][CH2:35]1. (4) The reactants are: FC(F)(F)C(O)=O.[F:8][C:9]1[C:14]([F:15])=[CH:13][CH:12]=[CH:11][C:10]=1[C@H:16]1[CH2:22][N:21]([CH2:23][C:24]2[CH:29]=[CH:28][CH:27]=[CH:26][N:25]=2)[C:20](=[O:30])[C@H:19]([NH:31]C(=O)OC(C)(C)C)[CH2:18][CH2:17]1. Given the product [NH2:31][C@@H:19]1[CH2:18][CH2:17][C@@H:16]([C:10]2[CH:11]=[CH:12][CH:13]=[C:14]([F:15])[C:9]=2[F:8])[CH2:22][N:21]([CH2:23][C:24]2[CH:29]=[CH:28][CH:27]=[CH:26][N:25]=2)[C:20]1=[O:30], predict the reactants needed to synthesize it. (5) Given the product [CH3:34][O:51][C:49](=[O:50])[C:48](=[O:52])[N:8]1[CH2:13][CH2:12][CH2:11][CH2:10][CH:9]1[C:14](=[O:32])[CH:15]([CH2:16][CH2:17][C:18]1[CH:19]=[CH:20][CH:21]=[CH:22][CH:23]=1)[CH2:24][CH2:25][C:26]1[CH:31]=[CH:30][CH:29]=[CH:28][CH:27]=1, predict the reactants needed to synthesize it. The reactants are: C(OC([N:8]1[CH2:13][CH2:12][CH2:11][CH2:10][CH:9]1[C:14](=[O:32])[CH:15]([CH2:24][CH2:25][C:26]1[CH:31]=[CH:30][CH:29]=[CH:28][CH:27]=1)[CH2:16][CH2:17][C:18]1[CH:23]=[CH:22][CH:21]=[CH:20][CH:19]=1)=O)(C)(C)C.F[C:34](F)(F)C(O)=O.C(N(CC)CC)C.Cl[C:48](=[O:52])[C:49]([O-:51])=[O:50]. (6) Given the product [CH2:1]([N:5]1[C:14](=[O:15])[C:13]([C:16]#[N:17])=[C:12]2[C:7]([CH2:8][CH2:9][CH2:10][CH2:11]2)=[CH:6]1)[CH2:2][CH2:3][CH3:4], predict the reactants needed to synthesize it. The reactants are: [CH2:1]([N:5]1[C:14](=[O:15])[C:13]([C:16]#[N:17])=[C:12]2[C:7]([C:8](=O)[CH2:9][CH2:10][CH2:11]2)=[CH:6]1)[CH2:2][CH2:3][CH3:4].[Na]. (7) Given the product [C:1]([O:5][C:6](=[O:22])[NH:7][C:8]1[CH:13]=[C:12]([N:23]2[CH2:28][CH2:27][O:26][CH2:25][CH2:24]2)[C:11]([C:15]([F:18])([F:17])[F:16])=[CH:10][C:9]=1[N+:19]([O-:21])=[O:20])([CH3:4])([CH3:3])[CH3:2], predict the reactants needed to synthesize it. The reactants are: [C:1]([O:5][C:6](=[O:22])[NH:7][C:8]1[CH:13]=[C:12](Cl)[C:11]([C:15]([F:18])([F:17])[F:16])=[CH:10][C:9]=1[N+:19]([O-:21])=[O:20])([CH3:4])([CH3:3])[CH3:2].[NH:23]1[CH2:28][CH2:27][O:26][CH2:25][CH2:24]1.